From a dataset of Catalyst prediction with 721,799 reactions and 888 catalyst types from USPTO. Predict which catalyst facilitates the given reaction. (1) Reactant: [CH:1]1([C:4]2[N:8]=[C:7]([C:9]3[C:10]4[CH2:20][CH2:19][CH2:18][CH2:17][C:11]=4[S:12][C:13]=3[N:14]=[C:15]=[O:16])[O:6][N:5]=2)[CH2:3][CH2:2]1.CCN(CC)CC.[NH:28]1[CH2:32][CH2:31][CH2:30][C@@H:29]1[C:33]([OH:35])=[O:34]. Product: [CH:1]1([C:4]2[N:8]=[C:7]([C:9]3[C:10]4[CH2:20][CH2:19][CH2:18][CH2:17][C:11]=4[S:12][C:13]=3[NH:14][C:15]([N:28]3[CH2:32][CH2:31][CH2:30][C@@H:29]3[C:33]([OH:35])=[O:34])=[O:16])[O:6][N:5]=2)[CH2:2][CH2:3]1. The catalyst class is: 2. (2) Reactant: C[N:2](C)/[CH:3]=[CH:4]/[C:5]([C:7]1[S:11][C:10]([N:12]2[CH2:16][CH2:15][N:14]([CH2:17][C:18]3[CH:23]=[CH:22][C:21]([C:24]([F:27])([F:26])[F:25])=[CH:20][CH:19]=3)[C:13]2=[O:28])=[N:9][C:8]=1[CH3:29])=O.O.[NH2:32]N. Product: [CH3:29][C:8]1[N:9]=[C:10]([N:12]2[CH2:16][CH2:15][N:14]([CH2:17][C:18]3[CH:19]=[CH:20][C:21]([C:24]([F:26])([F:27])[F:25])=[CH:22][CH:23]=3)[C:13]2=[O:28])[S:11][C:7]=1[C:5]1[CH:4]=[CH:3][NH:2][N:32]=1. The catalyst class is: 8. (3) Reactant: C([O:3][C:4](=O)[NH:5]/[C:6](/[C:10]1[CH:15]=[CH:14][C:13]([F:16])=[CH:12][C:11]=1[Cl:17])=[CH:7]\[C:8]#[N:9])C.[CH3:19][CH:20]([N:22]1[CH2:27][CH2:26][CH:25]([C:28]([NH:30][NH2:31])=O)[CH2:24][CH2:23]1)[CH3:21].O. Product: [Cl:17][C:11]1[CH:12]=[C:13]([F:16])[CH:14]=[CH:15][C:10]=1[C:6]1[NH:5][C:4](=[O:3])[N:31]2[N:30]=[C:28]([CH:25]3[CH2:26][CH2:27][N:22]([CH:20]([CH3:21])[CH3:19])[CH2:23][CH2:24]3)[N:9]=[C:8]2[CH:7]=1. The catalyst class is: 60.